This data is from Forward reaction prediction with 1.9M reactions from USPTO patents (1976-2016). The task is: Predict the product of the given reaction. Given the reactants C([O:3][C:4]([C:6]1[CH:7]=[C:8]2[C:13](=[CH:14][CH:15]=1)[NH:12][CH:11]([C:16]1[CH:21]=[C:20]([N:22]3[CH2:27][CH2:26][O:25][CH2:24][CH2:23]3)[CH:19]=[C:18]([O:28][CH3:29])[CH:17]=1)[C:10]([CH3:31])([CH3:30])[CH2:9]2)=[O:5])C.O.[OH-].[Li+].O.Cl, predict the reaction product. The product is: [CH3:30][C:10]1([CH3:31])[CH2:9][C:8]2[C:13](=[CH:14][CH:15]=[C:6]([C:4]([OH:5])=[O:3])[CH:7]=2)[NH:12][CH:11]1[C:16]1[CH:21]=[C:20]([N:22]2[CH2:27][CH2:26][O:25][CH2:24][CH2:23]2)[CH:19]=[C:18]([O:28][CH3:29])[CH:17]=1.